From a dataset of TCR-epitope binding with 47,182 pairs between 192 epitopes and 23,139 TCRs. Binary Classification. Given a T-cell receptor sequence (or CDR3 region) and an epitope sequence, predict whether binding occurs between them. (1) The epitope is HTDFSSEIIGY. The TCR CDR3 sequence is CAISESIVTEAFF. Result: 0 (the TCR does not bind to the epitope). (2) The epitope is TPQDLNTML. The TCR CDR3 sequence is CASSLGTTYEAFF. Result: 1 (the TCR binds to the epitope). (3) The epitope is IPRRNVATL. The TCR CDR3 sequence is CASLAGDNEQFF. Result: 0 (the TCR does not bind to the epitope).